Dataset: Peptide-MHC class I binding affinity with 185,985 pairs from IEDB/IMGT. Task: Regression. Given a peptide amino acid sequence and an MHC pseudo amino acid sequence, predict their binding affinity value. This is MHC class I binding data. (1) The peptide sequence is RLPGPSDTPIL. The MHC is HLA-A01:01 with pseudo-sequence HLA-A01:01. The binding affinity (normalized) is 0. (2) The peptide sequence is SHEGEGIPL. The MHC is HLA-B48:01 with pseudo-sequence HLA-B48:01. The binding affinity (normalized) is 0.0847.